Dataset: Forward reaction prediction with 1.9M reactions from USPTO patents (1976-2016). Task: Predict the product of the given reaction. (1) Given the reactants C([O:3][C:4]([C@H:6]1[CH2:11][CH2:10][C@H:9]([C:12]2[S:13][C:14]([Cl:18])=[C:15]([CH3:17])[N:16]=2)[CH2:8][CH2:7]1)=[O:5])C.[OH-].[Na+], predict the reaction product. The product is: [Cl:18][C:14]1[S:13][C:12]([C@H:9]2[CH2:8][CH2:7][C@H:6]([C:4]([OH:5])=[O:3])[CH2:11][CH2:10]2)=[N:16][C:15]=1[CH3:17]. (2) Given the reactants [C:1]1([CH2:7]CNC2CCN([C:16]([O:18][C:19]([CH3:22])(C)C)=[O:17])CC2)[CH:6]=C[CH:4]=[CH:3][CH:2]=1.F[C:24]1C=C(F)C=CC=1N=C=O.O, predict the reaction product. The product is: [CH3:22][CH2:19][O:18][C:16]([CH3:24])=[O:17].[CH3:4][CH2:3][CH2:2][CH:1]([CH3:7])[CH3:6]. (3) Given the reactants [C:1]1([NH:7][C:8]([C:10]2[CH:11]=[C:12]([C@@H:16]3[CH2:18][C@H:17]3[NH:19]C(=O)OC(C)(C)C)[CH:13]=[CH:14][CH:15]=2)=[O:9])[CH:6]=[CH:5][CH:4]=[CH:3][CH:2]=1.[ClH:27].C(OCC)(=O)C, predict the reaction product. The product is: [ClH:27].[NH2:19][C@@H:17]1[CH2:18][C@H:16]1[C:12]1[CH:11]=[C:10]([CH:15]=[CH:14][CH:13]=1)[C:8]([NH:7][C:1]1[CH:2]=[CH:3][CH:4]=[CH:5][CH:6]=1)=[O:9].